Task: Predict the reactants needed to synthesize the given product.. Dataset: Full USPTO retrosynthesis dataset with 1.9M reactions from patents (1976-2016) (1) Given the product [C:1]12([C:11]3[N:23]=[C:20]([CH3:21])[S:22][C:12]=3[C:13]([O:15][CH2:16][CH3:17])=[O:14])[CH2:10][CH:5]3[CH2:6][CH:7]([CH2:9][CH:3]([CH2:4]3)[CH2:2]1)[CH2:8]2, predict the reactants needed to synthesize it. The reactants are: [C:1]12([C:11](=O)[CH:12](Cl)[C:13]([O:15][CH2:16][CH3:17])=[O:14])[CH2:10][CH:5]3[CH2:6][CH:7]([CH2:9][CH:3]([CH2:4]3)[CH2:2]1)[CH2:8]2.[C:20]([NH2:23])(=[S:22])[CH3:21]. (2) Given the product [CH2:23]([NH:30][C:31]([C:33]1[S:37][C:36]([N:38]2[CH2:42][CH2:41][N:40]([CH2:12][C:13]3[CH:14]=[C:15]([CH:20]=[CH:21][CH:22]=3)[C:16]([O:18][CH3:19])=[O:17])[C:39]2=[O:43])=[N:35][C:34]=1[CH3:44])=[O:32])[C:24]1[CH:29]=[CH:28][CH:27]=[CH:26][CH:25]=1, predict the reactants needed to synthesize it. The reactants are: ClCC1C=CC(C#N)=CC=1.Br[CH2:12][C:13]1[CH:14]=[C:15]([CH:20]=[CH:21][CH:22]=1)[C:16]([O:18][CH3:19])=[O:17].[CH2:23]([NH:30][C:31]([C:33]1[S:37][C:36]([N:38]2[CH2:42][CH2:41][NH:40][C:39]2=[O:43])=[N:35][C:34]=1[CH3:44])=[O:32])[C:24]1[CH:29]=[CH:28][CH:27]=[CH:26][CH:25]=1.